Dataset: Peptide-MHC class II binding affinity with 134,281 pairs from IEDB. Task: Regression. Given a peptide amino acid sequence and an MHC pseudo amino acid sequence, predict their binding affinity value. This is MHC class II binding data. (1) The peptide sequence is SRRSRRAIDLPTHEN. The MHC is DRB1_1101 with pseudo-sequence DRB1_1101. The binding affinity (normalized) is 0. (2) The peptide sequence is AVAEAAVASAPQTTP. The MHC is DRB1_1501 with pseudo-sequence DRB1_1501. The binding affinity (normalized) is 0.221.